This data is from Experimentally validated miRNA-target interactions with 360,000+ pairs, plus equal number of negative samples. The task is: Binary Classification. Given a miRNA mature sequence and a target amino acid sequence, predict their likelihood of interaction. (1) The miRNA is mmu-miR-669n with sequence AUUUGUGUGUGGAUGUGUGU. The protein sequence of the target gene is MEYHPDLENLDEDGYTQLHFDSQSNTRIAVVSEKGSCAASPPWRLIAVILGILCLVILVIAVVLGTMAIWRSNSGSNTLENGYFLSRNKENHSQPTQSSLEDSVTPTKAVKTTGVLSSPCPPNWIIYEKSCYLFSMSLNSWDGSKRQCWQLGSNLLKIDSSNELGFIVKQVSSQPDNSFWIGLSRPQTEVPWLWEDGSTFSSNLFQIRTTATQENPSPNCVWIHVSVIYDQLCSVPSYSICEKKFSM. Result: 0 (no interaction). (2) The miRNA is mmu-miR-764-5p with sequence GGUGCUCACAUGUCCUCCU. The protein sequence of the target gene is MATEGMILTNHDHQIRVGVLTVSDSCFRNLAEDRSGINLKDLVQDPSLLGGTISAYKIVPDEIEEIKETLIDWCDEKELNLILTTGGTGFAPRDVTPEATKEVIEREAPGMALAMLMGSLNVTPLGMLSRPVCGIRGKTLIINLPGSKKGSQECFQFILPALPHAIDLLRDAIVKVKEVHDELEDLPSPPPPLSPPPTTSPHKQTEDKGVQCEEEEEEKKDSGVASTEDSSSSHITAAALAAKIPDSIISRGVQVLPRDTASLSTTPSESPRAQATSRLSTASCPTPKQIRRPDESKGVA.... Result: 0 (no interaction). (3) The protein sequence of the target gene is MDELQDVQLTEIKPLLNDKNGTRNFQDFDCQEHDIETTHGVVHVTIRGLPKGNRPVILTYHDIGLNHKSCFNAFFNFEDMQEITQHFAVCHVDAPGQQEGAPSFPTGYQYPTMDELAEMLPPVLTHLSLKSIIGIGVGAGAYILSRFALNHPELVEGLVLINVDPCAKGWIDWAASKLSGLTTNVVDIILAHHFGQEELQANLDLIQTYRMHIAQDINQDNLQLFLNSYNGRRDLEIERPILGQNDNKSKTLKCSTLLVVGDNSPAVEAVVECNSRLNPINTTLLKMADCGGLPQVVQPG.... The miRNA is hsa-miR-130a-5p with sequence GCUCUUUUCACAUUGUGCUACU. Result: 0 (no interaction). (4) The miRNA is mmu-miR-511-3p with sequence AAUGUGUAGCAAAAGACAGGAU. The protein sequence of the target gene is MLPFILFSTLLSPILTESEKQQWFCNSSDAIISYSYCDHLKFPISISSEPCIRLRGTNGFVHVEFIPRGNLKYLYFNLFISVNSIELPKRKEVLCHGHDDDYSFCRALKGETVNTSIPFSFEGILFPKGHYRCVAEAIAGDTEEKLFCLNFTIIHRRDVN. Result: 1 (interaction). (5) The miRNA is hsa-miR-3939 with sequence UACGCGCAGACCACAGGAUGUC. The protein sequence of the target gene is MSEARRDSTSSLQRKKPPWLKLDIPSAVPLTAEEPSFLQPLRRQAFLRSVSMPAETAHISSPHHELRRPVLQRQTSITQTIRRGTADWFGVSKDSDSTQKWQRKSIRHCSQRYGKLKPQVLRELDLPSQDNVSLTSTETPPPLYVGPCQLGMQKIIDPLARGRAFRVADDTAEGLSAPHTPVTPGAASLCSFSSSRSGFHRLPRRRKRESVAKMSFRAAAALMKGRSVRDGTFRRAQRRSFTPASFLEEDTTDFPDELDTSFFAREGILHEELSTYPDEVFESPSEAALKDWEKAPEQAD.... Result: 0 (no interaction). (6) Result: 1 (interaction). The protein sequence of the target gene is MDFSKLPKILDEDKESTFGYVHGVSGPVVTACDMAGAAMYELVRVGHSELVGEIIRLEGDMATIQVYEETSGVSVGDPVLRTGKPLSVELGPGIMGAIFDGIQRPLSDISSQTQSIYIPRGVNVSALSRDIKWDFTPCKNLRVGSHITGGDIYGIVSENSLIKHKIMLPPRNRGTVTYIAPPGNYDTSDVVLELEFEGVKEKFTMVQVWPVRQVRPVTEKLPANHPLLTGQRVLDALFPCVQGGTTAIPGAFGCGKTVISQSLSKYSNSDVIIYVGCGERGNEMSEVLRDFPELTMEVDG.... The miRNA is hsa-miR-450a-1-3p with sequence AUUGGGAACAUUUUGCAUGUAU. (7) The protein sequence of the target gene is MSSKESCGKKETSQRKDTTTSSPNFGEKDKKERKTPASSTSSSSIRSVSSEKRKLKSDHTDVLYYNIKRRQGLKRLSVEIDTLRRRPKIGSSSQRPIKLKEASYSNDNQIILQSPSSNGTKKDIHKCVDFKPKDIKLTNAGSKLDHGIKSLSSPKIASDVKPKAEGQASENKWSHLLVQREKMKELKKGRNSKFRDNSEKCVLEKWKRNQFSQDYNSNKIIKEPLGSRRQKISFKIPIKSRDTLQKLVEENVFNIDSNNSKTKQEEREYLESSQVSLNVTRQKTEHLLSDFTYKRTVHEW.... Result: 0 (no interaction). The miRNA is rno-miR-212-3p with sequence UAACAGUCUCCAGUCACGGCCA. (8) The miRNA is hsa-miR-124-3p with sequence UAAGGCACGCGGUGAAUGCCAA. The protein sequence of the target gene is MSALTPPTDMPTPTTDKITQAAMETIYLCKFRVSMDGEWLCLRELDDISLTPDPEPTHEDPNYLMANERMNLMNMAKLSIKGLIESALNLGRTLDSDYAPLQQFFVVMEHCLKHGLKAKKTFLGQNKSFWGPLELVEKLVPEAAEITASVKDLPGLKTPVGRGRAWLRLALMQKKLSEYMKALINKKELLSEFYEPNALMMEEEGAIIAGLLVGLNVIDANFCMKGEDLDSQVGVIDFSMYLKDGNSSKGTEGDGQITAILDQKNYVEELNRHLNATVNNLQAKVDALEKSNTKLTEELA.... Result: 1 (interaction). (9) The miRNA is rno-miR-429 with sequence UAAUACUGUCUGGUAAUGCCGU. The protein sequence of the target gene is MTRSPALLLLLLGALPSAEAARGPPRMADKVVPRQVARLGRTVRLQCPVEGDPPPLTMWTKDGRTIHSGWSRFRVLPQGLKVKEVEAEDAGVYVCKATNGFGSLSVNYTLIIMDDISPGKESPGPGGSSGGQEDPASQQWARPRFTQPSKMRRRVIARPVGSSVRLKCVASGHPRPDIMWMKDDQTLTHLEASEHRKKKWTLSLKNLKPEDSGKYTCRVSNKAGAINATYKVDVIQRTRSKPVLTGTHPVNTTVDFGGTTSFQCKVRSDVKPVIQWLKRVEYGSEGRHNSTIDVGGQKFV.... Result: 0 (no interaction).